Dataset: Catalyst prediction with 721,799 reactions and 888 catalyst types from USPTO. Task: Predict which catalyst facilitates the given reaction. Reactant: [CH3:1][O:2][CH2:3][O:4][C@@H:5]1[CH2:18][C@@H:17]2[C@H:8]([C@H:9]3[C@H:14]([CH2:15][CH2:16]2)[CH2:13][C@:12]2([CH3:24])[C:19]([C:22]#[N:23])=[CH:20][CH2:21][C@H:11]2[CH2:10]3)[CH2:7][CH2:6]1. Product: [CH3:1][O:2][CH2:3][O:4][C@@H:5]1[CH2:18][C@@H:17]2[C@H:8]([C@H:9]3[C@H:14]([CH2:15][CH2:16]2)[CH2:13][C@:12]2([CH3:24])[C@@H:19]([C:22]#[N:23])[CH2:20][CH2:21][C@H:11]2[CH2:10]3)[CH2:7][CH2:6]1. The catalyst class is: 99.